From a dataset of Reaction yield outcomes from USPTO patents with 853,638 reactions. Predict the reaction yield, written as a fraction of the theoretical maximum amount of product (1.0 means a 100% yield; for example, 0.34 means a 34% yield). (1) The reactants are [CH3:1][C:2]1[C:11]([N:12]2[C:16]3[CH:17]=[CH:18][CH:19]=[CH:20][C:15]=3[NH:14][C:13]2=[S:21])=[CH:10][CH:9]=[CH:8][C:3]=1[C:4]([O:6][CH3:7])=[O:5].[C:22](=O)([O-])[O-].[K+].[K+].CI.O. The catalyst is CN(C)C=O. The yield is 0.690. The product is [CH3:1][C:2]1[C:11]([N:12]2[C:16]3[CH:17]=[CH:18][CH:19]=[CH:20][C:15]=3[N:14]=[C:13]2[S:21][CH3:22])=[CH:10][CH:9]=[CH:8][C:3]=1[C:4]([O:6][CH3:7])=[O:5]. (2) The reactants are Br.[CH2:2]([C:4]1[N:5]=[C:6]([C@@H:9]([NH2:20])[CH2:10][C:11]2[CH:16]=[CH:15][C:14]([N+:17]([O-:19])=[O:18])=[CH:13][CH:12]=2)[S:7][CH:8]=1)[CH3:3].[C:21]1([C:27]([C:32]2[CH:37]=[CH:36][CH:35]=[CH:34][CH:33]=2)(C)[C:28]([OH:30])=O)[CH:26]=[CH:25][CH:24]=[CH:23][CH:22]=1.ON1C2C=CC=C[C:42]=2N=N1.CN(C)CCCN=C=NCC.C(N(CC)CC)C. The catalyst is CN(C=O)C.O. The product is [CH2:2]([C:4]1[N:5]=[C:6]([CH:9]([NH:20][C:28](=[O:30])[C@H:27]([C:32]2[CH:33]=[CH:34][CH:35]=[CH:36][CH:37]=2)[CH2:21][C:26]2[CH:42]=[CH:22][CH:23]=[CH:24][CH:25]=2)[CH2:10][C:11]2[CH:16]=[CH:15][C:14]([N+:17]([O-:19])=[O:18])=[CH:13][CH:12]=2)[S:7][CH:8]=1)[CH3:3]. The yield is 0.700. (3) The reactants are [N:1]1[CH:6]=[CH:5][C:4]([C:7](=O)[CH2:8][C:9]([O:11]CC)=O)=[CH:3][CH:2]=1.Cl.Cl.[NH2:17][CH:18]1[NH:23][CH2:22][CH:21]=[CH:20][NH:19]1.C(=O)([O-])[O-].[K+].[K+]. The catalyst is C(O)C. The product is [N:1]1[CH:2]=[CH:3][C:4]([C:7]2[N:17]=[C:18]3[NH:23][CH2:22][CH2:21][CH2:20][N:19]3[C:9](=[O:11])[CH:8]=2)=[CH:5][CH:6]=1. The yield is 0.750.